This data is from Full USPTO retrosynthesis dataset with 1.9M reactions from patents (1976-2016). The task is: Predict the reactants needed to synthesize the given product. (1) Given the product [Cl:31][C:25]1[CH:26]=[C:27]([F:30])[CH:28]=[CH:29][C:24]=1[C:20]1[C:19]2[N:18]([N:17]=[C:16]([NH:5][C:4]3[CH:6]=[CH:7][C:8]([N:9]4[CH:13]=[C:12]([CH3:14])[N:11]=[CH:10]4)=[C:2]([F:1])[CH:3]=3)[N:32]=2)[CH:23]=[CH:22][CH:21]=1, predict the reactants needed to synthesize it. The reactants are: [F:1][C:2]1[CH:3]=[C:4]([CH:6]=[CH:7][C:8]=1[N:9]1[CH:13]=[C:12]([CH3:14])[N:11]=[CH:10]1)[NH2:5].Br[C:16]1[N:32]=[C:19]2[C:20]([C:24]3[CH:29]=[CH:28][C:27]([F:30])=[CH:26][C:25]=3[Cl:31])=[CH:21][CH:22]=[CH:23][N:18]2[N:17]=1.C1(P(C2C=CC=CC=2)C2C3OC4C(=CC=CC=4P(C4C=CC=CC=4)C4C=CC=CC=4)C(C)(C)C=3C=CC=2)C=CC=CC=1.[O-]C1C=CC=CC=1.[Na+]. (2) Given the product [O:1]1[C:10]2[C:5](=[CH:6][C:7]([C:11]3[C:20]([N:21]([CH:23]([CH3:25])[CH3:24])[CH3:22])=[N:19][C:18]4[C:13](=[CH:14][CH:15]=[C:16]([C:26]([OH:28])=[O:27])[CH:17]=4)[N:12]=3)=[CH:8][CH:9]=2)[CH2:4][CH2:3][CH2:2]1, predict the reactants needed to synthesize it. The reactants are: [O:1]1[C:10]2[C:5](=[CH:6][C:7]([C:11]3[C:20]([N:21]([CH:23]([CH3:25])[CH3:24])[CH3:22])=[N:19][C:18]4[C:13](=[CH:14][CH:15]=[C:16]([C:26]([O:28]C)=[O:27])[CH:17]=4)[N:12]=3)=[CH:8][CH:9]=2)[CH2:4][CH2:3][CH2:2]1.[OH-].[Na+]. (3) Given the product [Br:8][C:9]1[CH:10]=[C:11]([CH:16]=[CH:17][C:18]=1[CH2:19][NH:1][C@H:2]([CH:5]([CH3:7])[CH3:6])[CH2:3][OH:4])[C:12]([O:14][CH3:15])=[O:13], predict the reactants needed to synthesize it. The reactants are: [NH2:1][C@H:2]([CH:5]([CH3:7])[CH3:6])[CH2:3][OH:4].[Br:8][C:9]1[CH:10]=[C:11]([CH:16]=[CH:17][C:18]=1[CH2:19]Br)[C:12]([O:14][CH3:15])=[O:13].